This data is from Forward reaction prediction with 1.9M reactions from USPTO patents (1976-2016). The task is: Predict the product of the given reaction. (1) Given the reactants [CH:1]1([N:6]2[C:10]([C:11]3[C:16]([F:17])=[CH:15][N:14]=[C:13]([NH:18][C:19]4[CH:24]=[CH:23][C:22]([N:25]5[CH2:30][CH2:29][NH:28][CH2:27][CH2:26]5)=[CH:21][N:20]=4)[N:12]=3)=[CH:9][N:8]=[C:7]2[CH3:31])[CH2:5][CH2:4][CH2:3][CH2:2]1.[C:32](O)(=[O:36])[C@H:33]([CH3:35])[OH:34].CN(C(ON1N=NC2C=CC=NC1=2)=[N+](C)C)C.F[P-](F)(F)(F)(F)F.CCN(C(C)C)C(C)C, predict the reaction product. The product is: [CH:1]1([N:6]2[C:10]([C:11]3[C:16]([F:17])=[CH:15][N:14]=[C:13]([NH:18][C:19]4[N:20]=[CH:21][C:22]([N:25]5[CH2:30][CH2:29][N:28]([C:32](=[O:36])[C@@H:33]([OH:34])[CH3:35])[CH2:27][CH2:26]5)=[CH:23][CH:24]=4)[N:12]=3)=[CH:9][N:8]=[C:7]2[CH3:31])[CH2:5][CH2:4][CH2:3][CH2:2]1. (2) Given the reactants Cl.[F:2][C:3]1[CH:8]=[CH:7][C:6]([S:9]([N:12]([C:17]2[C:26]([C:27]([O:29][CH3:30])=[O:28])=[C:25]3[C:20]([C@H:21]4[CH2:31][C@H:22]4[CH2:23][O:24]3)=[CH:19][CH:18]=2)[C:13]([O:15][CH3:16])=[O:14])(=[O:11])=[O:10])=[C:5]([CH:32]2[CH2:34][CH:33]2[CH2:35][O:36]C)[CH:4]=1, predict the reaction product. The product is: [F:2][C:3]1[CH:8]=[CH:7][C:6]([S:9]([N:12]([C:17]2[C:26]([C:27]([O:29][CH3:30])=[O:28])=[C:25]3[C:20]([C@H:21]4[CH2:31][C@H:22]4[CH2:23][O:24]3)=[CH:19][CH:18]=2)[C:13]([O:15][CH3:16])=[O:14])(=[O:11])=[O:10])=[C:5]([CH:32]2[CH2:34][CH:33]2[CH2:35][OH:36])[CH:4]=1. (3) Given the reactants C([O:4][C:5]([CH3:7])=[CH2:6])(=O)C.[Cl:8][C:9]1[CH:15]=[C:14]([Cl:16])[CH:13]=[C:12]([Cl:17])[C:10]=1N.C(=O)([O-])[O-].[K+].[K+].N(OC(C)(C)C)=O, predict the reaction product. The product is: [Cl:8][C:9]1[CH:15]=[C:14]([Cl:16])[CH:13]=[C:12]([Cl:17])[C:10]=1[CH2:4][C:5](=[O:6])[CH3:7]. (4) Given the reactants [OH:1][C:2]([CH3:35])([CH3:34])[CH2:3][C@@:4]1([C:28]2[CH:33]=[CH:32][CH:31]=[CH:30][CH:29]=2)[O:9][C:8](=[O:10])[N:7]([C@H:11]([C:13]2[CH:18]=[CH:17][C:16]([C:19]3[N:24]=[N:23][C:22]([C:25](O)=[O:26])=[CH:21][CH:20]=3)=[CH:15][CH:14]=2)[CH3:12])[CH2:6][CH2:5]1.[CH3:36][NH2:37], predict the reaction product. The product is: [CH3:36][NH:37][C:25]([C:22]1[N:23]=[N:24][C:19]([C:16]2[CH:17]=[CH:18][C:13]([C@@H:11]([N:7]3[CH2:6][CH2:5][C@:4]([CH2:3][C:2]([OH:1])([CH3:35])[CH3:34])([C:28]4[CH:29]=[CH:30][CH:31]=[CH:32][CH:33]=4)[O:9][C:8]3=[O:10])[CH3:12])=[CH:14][CH:15]=2)=[CH:20][CH:21]=1)=[O:26]. (5) Given the reactants CN(C=O)C.[Br:6]N1C(=O)CCC1=O.[C:14]1([C:20]2[CH:25]=[C:24]([C:26]([CH3:29])([CH3:28])[CH3:27])[CH:23]=[CH:22][C:21]=2[OH:30])[CH:19]=[CH:18][CH:17]=[CH:16][CH:15]=1, predict the reaction product. The product is: [Br:6][C:22]1[CH:23]=[C:24]([C:26]([CH3:27])([CH3:29])[CH3:28])[CH:25]=[C:20]([C:14]2[CH:15]=[CH:16][CH:17]=[CH:18][CH:19]=2)[C:21]=1[OH:30].